Task: Predict the product of the given reaction.. Dataset: Forward reaction prediction with 1.9M reactions from USPTO patents (1976-2016) (1) Given the reactants Br[C:2]1[C:7]([CH2:8][OH:9])=[CH:6][CH:5]=[CH:4][N:3]=1.C(=O)([O-])[O-].[Na+].[Na+].[N:16]1[CH:21]=[CH:20][C:19](B(O)O)=[CH:18][CH:17]=1.[OH-].[Na+], predict the reaction product. The product is: [N:3]1[CH:4]=[CH:5][CH:6]=[C:7]([CH2:8][OH:9])[C:2]=1[C:19]1[CH:20]=[CH:21][N:16]=[CH:17][CH:18]=1. (2) Given the reactants [NH2:1][C:2]1[CH:36]=[CH:35][C:5]([O:6][C:7]2[CH:12]=[CH:11][N:10]=[C:9]3[CH:13]=[C:14]([C:16]4[N:21]=[CH:20][C:19]([CH2:22][N:23]([CH2:31][CH2:32][O:33][CH3:34])[C:24](=[O:30])[O:25][C:26]([CH3:29])([CH3:28])[CH3:27])=[CH:18][CH:17]=4)[S:15][C:8]=23)=[C:4]([F:37])[CH:3]=1.[CH:38]1([CH2:41][C:42](O)=[O:43])[CH2:40][CH2:39]1.C(N(CC)CC)C.C1C=C2N=NN(O)C2=CC=1.O.CCN=C=NCCCN(C)C.Cl, predict the reaction product. The product is: [CH:38]1([CH2:41][C:42]([NH:1][C:2]2[CH:36]=[CH:35][C:5]([O:6][C:7]3[CH:12]=[CH:11][N:10]=[C:9]4[CH:13]=[C:14]([C:16]5[N:21]=[CH:20][C:19]([CH2:22][N:23]([CH2:31][CH2:32][O:33][CH3:34])[C:24](=[O:30])[O:25][C:26]([CH3:29])([CH3:28])[CH3:27])=[CH:18][CH:17]=5)[S:15][C:8]=34)=[C:4]([F:37])[CH:3]=2)=[O:43])[CH2:40][CH2:39]1.